From a dataset of Full USPTO retrosynthesis dataset with 1.9M reactions from patents (1976-2016). Predict the reactants needed to synthesize the given product. (1) Given the product [C:23]([O:26][C:27]([NH:12][C:10]1[O:11][C:7]2[CH:6]=[C:5]([C:3]([O:2][CH3:1])=[O:4])[CH:14]=[C:13]([C:15]3[CH:20]=[CH:19][CH:18]=[C:17]([Cl:21])[CH:16]=3)[C:8]=2[N:9]=1)=[O:28])([CH3:25])([CH3:24])[CH3:22], predict the reactants needed to synthesize it. The reactants are: [CH3:1][O:2][C:3]([C:5]1[CH:14]=[C:13]([C:15]2[CH:20]=[CH:19][CH:18]=[C:17]([Cl:21])[CH:16]=2)[C:8]2[N:9]=[C:10]([NH2:12])[O:11][C:7]=2[CH:6]=1)=[O:4].[CH3:22][C:23]([O:26][C:27](O[C:27]([O:26][C:23]([CH3:25])([CH3:24])[CH3:22])=[O:28])=[O:28])([CH3:25])[CH3:24]. (2) Given the product [N:1]1([CH2:8][C:9]([OH:11])=[O:10])[CH2:6][CH2:5][NH:4][CH2:3][CH2:2]1, predict the reactants needed to synthesize it. The reactants are: [NH:1]1[CH2:6][CH2:5][NH:4][CH2:3][CH2:2]1.Cl[CH2:8][C:9]([O:11]CCCCCCCC/C=C\CCCCCCCC)=[O:10]. (3) The reactants are: Cl.[NH2:2][C:3]1([CH2:8]Cl)[CH2:7][CH2:6][CH2:5][CH2:4]1.[N+:10]([C:13]1[C:22]2[CH2:21][CH2:20][CH2:19][CH2:18][C:17]=2[C:16]([N:23]=[C:24]=[S:25])=[CH:15][CH:14]=1)([O-:12])=[O:11]. Given the product [N+:10]([C:13]1[C:22]2[CH2:21][CH2:20][CH2:19][CH2:18][C:17]=2[C:16]([N:23]=[C:24]2[S:25][CH2:8][C:3]3([CH2:7][CH2:6][CH2:5][CH2:4]3)[NH:2]2)=[CH:15][CH:14]=1)([O-:12])=[O:11], predict the reactants needed to synthesize it.